This data is from CYP3A4 inhibition data for predicting drug metabolism from PubChem BioAssay. The task is: Regression/Classification. Given a drug SMILES string, predict its absorption, distribution, metabolism, or excretion properties. Task type varies by dataset: regression for continuous measurements (e.g., permeability, clearance, half-life) or binary classification for categorical outcomes (e.g., BBB penetration, CYP inhibition). Dataset: cyp3a4_veith. The drug is CCOc1ccc(N2C(=O)CS/C2=N/NC(=O)COc2ccc3ccccc3c2)cc1. The result is 1 (inhibitor).